Task: Predict the product of the given reaction.. Dataset: Forward reaction prediction with 1.9M reactions from USPTO patents (1976-2016) (1) Given the reactants [Cl:1][C:2]1[N:7]=[C:6]([CH3:8])[CH:5]=[CH:4][N:3]=1.[F:9][C:10]1[C:19]([N+:20]([O-:22])=[O:21])=[CH:18][CH:17]=[CH:16][C:11]=1[C:12](OC)=[O:13].[Li+].C[Si]([N-][Si](C)(C)C)(C)C, predict the reaction product. The product is: [Cl:1][C:2]1[N:7]=[C:6]([CH2:8][C:12]([C:11]2[CH:16]=[CH:17][CH:18]=[C:19]([N+:20]([O-:22])=[O:21])[C:10]=2[F:9])=[O:13])[CH:5]=[CH:4][N:3]=1. (2) Given the reactants [OH:1][CH:2]([C:21]1[CH:22]=[CH:23][C:24]2[O:29][CH2:28][C:27](=[O:30])[NH:26][C:25]=2[CH:31]=1)[CH2:3][N:4]1[CH2:9][CH2:8][N:7]([C:10]2[CH:19]=[CH:18][CH:17]=[C:16]3[C:11]=2[CH:12]=[CH:13][C:14]([CH3:20])=[N:15]3)[CH2:6][CH2:5]1.CN(C1C=CC=CN=1)C.[C:41](OC(=O)C)(=[O:43])[CH3:42], predict the reaction product. The product is: [C:41]([O:1][CH:2]([C:21]1[CH:22]=[CH:23][C:24]2[O:29][CH2:28][C:27](=[O:30])[NH:26][C:25]=2[CH:31]=1)[CH2:3][N:4]1[CH2:9][CH2:8][N:7]([C:10]2[CH:19]=[CH:18][CH:17]=[C:16]3[C:11]=2[CH:12]=[CH:13][C:14]([CH3:20])=[N:15]3)[CH2:6][CH2:5]1)(=[O:43])[CH3:42]. (3) Given the reactants [OH:1][C@@H:2]1[CH2:11][CH2:10][C:9]2[CH:8]=[C:7]([C@H:12]3[CH2:21][CH2:20][C@@:14]4([NH:18][C:17](=[O:19])[O:16][CH2:15]4)[CH2:13]3)[CH:6]=[CH:5][C:4]=2[CH2:3]1.[CH2:22]([C:24]1[CH:31]=[CH:30][C:27]([CH:28]=O)=[CH:26][CH:25]=1)[CH3:23].C([SiH](CC)CC)C.O, predict the reaction product. The product is: [CH2:22]([C:24]1[CH:31]=[CH:30][C:27]([CH2:28][O:1][C@@H:2]2[CH2:11][CH2:10][C:9]3[CH:8]=[C:7]([C@H:12]4[CH2:21][CH2:20][C@@:14]5([NH:18][C:17](=[O:19])[O:16][CH2:15]5)[CH2:13]4)[CH:6]=[CH:5][C:4]=3[CH2:3]2)=[CH:26][CH:25]=1)[CH3:23]. (4) Given the reactants C[O:2][C:3](=[O:29])[C:4]1[CH:9]=[CH:8][CH:7]=[C:6]([NH:10][C:11]([C:13]2[CH:14]=[C:15]([C:19]3[CH:24]=[CH:23][C:22]([O:25][CH3:26])=[CH:21][C:20]=3[O:27][CH3:28])[CH:16]=[CH:17][CH:18]=2)=[O:12])[CH:5]=1, predict the reaction product. The product is: [CH3:28][O:27][C:20]1[CH:21]=[C:22]([O:25][CH3:26])[CH:23]=[CH:24][C:19]=1[C:15]1[CH:16]=[CH:17][CH:18]=[C:13]([C:11]([NH:10][C:6]2[CH:5]=[C:4]([CH:9]=[CH:8][CH:7]=2)[C:3]([OH:29])=[O:2])=[O:12])[CH:14]=1. (5) Given the reactants [CH3:1][O:2][C:3]1[CH:4]=[CH:5][C:6]2[O:10][C:9]([C:11]([OH:13])=O)=[CH:8][C:7]=2[CH:14]=1.[CH3:15][CH2:16][CH:17]([NH2:21])[CH2:18][CH2:19][CH3:20], predict the reaction product. The product is: [CH3:15][CH2:16][CH:17]([NH:21][C:11]([C:9]1[O:10][C:6]2[CH:5]=[CH:4][C:3]([O:2][CH3:1])=[CH:14][C:7]=2[CH:8]=1)=[O:13])[CH2:18][CH2:19][CH3:20]. (6) Given the reactants Cl[C:2]1[C:11]2[C:6](=[N:7][CH:8]=[CH:9][CH:10]=2)[N:5]=[C:4]([C:12]2[CH:17]=[CH:16][CH:15]=[C:14]([F:18])[CH:13]=2)[C:3]=1[CH3:19].[CH3:20][C:21]1([CH3:36])[C:25]2=[N:26][CH:27]=[C:28]([N:30]3[CH2:35][CH2:34][O:33][CH2:32][CH2:31]3)[CH:29]=[C:24]2[NH:23][CH2:22]1.CC(C)([O-])C.[Na+], predict the reaction product. The product is: [CH3:20][C:21]1([CH3:36])[C:25]2=[N:26][CH:27]=[C:28]([N:30]3[CH2:35][CH2:34][O:33][CH2:32][CH2:31]3)[CH:29]=[C:24]2[N:23]([C:2]2[C:11]3[C:6](=[N:7][CH:8]=[CH:9][CH:10]=3)[N:5]=[C:4]([C:12]3[CH:17]=[CH:16][CH:15]=[C:14]([F:18])[CH:13]=3)[C:3]=2[CH3:19])[CH2:22]1. (7) Given the reactants [N+:1]([C:4]1[CH:9]=[CH:8][C:7]([SH:10])=[CH:6][CH:5]=1)([O-])=O.Br[C:12]1[CH:16]=[CH:15]S[CH:13]=1.[OH-].[K+].[CH3:19][N:20](C=O)C, predict the reaction product. The product is: [N:20]1[CH:19]=[CH:15][CH:16]=[CH:12][C:13]=1[S:10][C:7]1[CH:8]=[CH:9][C:4]([NH2:1])=[CH:5][CH:6]=1. (8) The product is: [S:1]1[C:5]2[CH:6]=[CH:7][CH:8]=[CH:9][C:4]=2[N:3]=[C:2]1[CH:23]([C:22]1[CH:25]=[C:18]([CH:17]([O:16][CH3:15])[O:27][CH3:28])[CH:19]=[CH:20][C:21]=1[F:26])[OH:24]. Given the reactants [S:1]1[C:5]2[CH:6]=[CH:7][CH:8]=[CH:9][C:4]=2[N:3]=[CH:2]1.C([Li])CCC.[CH3:15][O:16][CH:17]([O:27][CH3:28])[C:18]1[CH:19]=[CH:20][C:21]([F:26])=[C:22]([CH:25]=1)[CH:23]=[O:24].[Cl-].[NH4+], predict the reaction product. (9) Given the reactants [NH2:1][C:2]1[CH:3]=[C:4]([C:10]2[O:11][C:12]3[CH:18]=[CH:17][C:16]([C:19]4[CH:24]=[CH:23][CH:22]=[CH:21][CH:20]=4)=[CH:15][C:13]=3[N:14]=2)[C:5]([O:8][CH3:9])=[CH:6][CH:7]=1.[CH:25]1[C:30]([C:31]([OH:33])=[O:32])=[CH:29][C:28]2[C:34]([O:36][C:37](=O)[C:27]=2[CH:26]=1)=[O:35], predict the reaction product. The product is: [CH3:9][O:8][C:5]1[C:4]([C:10]2[O:11][C:12]3[CH:18]=[CH:17][C:16]([C:19]4[CH:20]=[CH:21][CH:22]=[CH:23][CH:24]=4)=[CH:15][C:13]=3[N:14]=2)=[CH:3][C:2]([N:1]2[C:34](=[O:35])[C:28]3[C:27](=[CH:26][CH:25]=[C:30]([C:31]([OH:33])=[O:32])[CH:29]=3)[C:37]2=[O:36])=[CH:7][CH:6]=1. (10) The product is: [N:1]1[C:10]2[C:5](=[CH:6][CH:7]=[CH:8][CH:9]=2)[CH:4]=[CH:3][C:2]=1[NH:11][CH:12]1[CH2:17][CH2:16][CH2:15][CH:14]([NH:18][CH2:24][C:21]2[CH:22]=[CH:23][S:19][CH:20]=2)[CH2:13]1. Given the reactants [N:1]1[C:10]2[C:5](=[CH:6][CH:7]=[CH:8][CH:9]=2)[CH:4]=[CH:3][C:2]=1[NH:11][CH:12]1[CH2:17][CH2:16][CH2:15][CH:14]([NH2:18])[CH2:13]1.[S:19]1[CH:23]=[CH:22][C:21]([CH:24]=O)=[CH:20]1, predict the reaction product.